This data is from Peptide-MHC class I binding affinity with 185,985 pairs from IEDB/IMGT. The task is: Regression. Given a peptide amino acid sequence and an MHC pseudo amino acid sequence, predict their binding affinity value. This is MHC class I binding data. (1) The peptide sequence is TNPYPTGPGT. The MHC is Mamu-B03 with pseudo-sequence Mamu-B03. The binding affinity (normalized) is 0. (2) The peptide sequence is TMYLTMKAI. The MHC is HLA-A02:03 with pseudo-sequence HLA-A02:03. The binding affinity (normalized) is 0.634. (3) The peptide sequence is FPVRPQVPF. The MHC is HLA-B35:01 with pseudo-sequence HLA-B35:01. The binding affinity (normalized) is 0.754. (4) The binding affinity (normalized) is 0.0847. The MHC is HLA-B08:01 with pseudo-sequence HLA-B08:01. The peptide sequence is RPPEVDGNR. (5) The peptide sequence is YVADALAAF. The MHC is Mamu-B03 with pseudo-sequence Mamu-B03. The binding affinity (normalized) is 0.